This data is from Forward reaction prediction with 1.9M reactions from USPTO patents (1976-2016). The task is: Predict the product of the given reaction. (1) Given the reactants [Cl:1][C:2]1[CH:10]=[CH:9][CH:8]=[C:7]2[C:3]=1[C:4]([C:16]([OH:18])=O)=[CH:5][N:6]2[CH2:11][C:12]([F:15])([F:14])[F:13].[NH2:19][CH2:20][C@:21]1([OH:28])[CH2:26][CH2:25][CH2:24][C@H:23]([CH3:27])[CH2:22]1.CCN=C=NCCCN(C)C.C1C=CC2N(O)N=NC=2C=1, predict the reaction product. The product is: [Cl:1][C:2]1[CH:10]=[CH:9][CH:8]=[C:7]2[C:3]=1[C:4]([C:16]([NH:19][CH2:20][C@@:21]1([OH:28])[CH2:26][CH2:25][CH2:24][C@@H:23]([CH3:27])[CH2:22]1)=[O:18])=[CH:5][N:6]2[CH2:11][C:12]([F:13])([F:14])[F:15]. (2) Given the reactants C[O:2][C:3]1(OC)[CH2:6][C:5]([CH2:10][C:11]#[N:12])([CH2:7][C:8]#[N:9])[CH2:4]1.C1(C)C=CC(S(O)(=O)=O)=CC=1.C([O-])(O)=O.[Na+], predict the reaction product. The product is: [O:2]=[C:3]1[CH2:6][C:5]([CH2:7][C:8]#[N:9])([CH2:10][C:11]#[N:12])[CH2:4]1. (3) The product is: [C:4]([O:7][C:8]([NH:10][CH:11]([CH2:12][C:13]1[CH:14]=[CH:15][C:16]([O:19][C:25]2[CH:32]=[CH:31][C:28]([CH:29]=[O:30])=[CH:27][CH:26]=2)=[CH:17][CH:18]=1)[C:20]([O:22][CH3:23])=[O:21])=[O:9])([CH3:3])([CH3:5])[CH3:6]. Given the reactants [H-].[Na+].[CH3:3][C:4]([O:7][C:8]([NH:10][C@H:11]([C:20]([O:22][CH3:23])=[O:21])[CH2:12][C:13]1[CH:18]=[CH:17][C:16]([OH:19])=[CH:15][CH:14]=1)=[O:9])([CH3:6])[CH3:5].F[C:25]1[CH:32]=[CH:31][C:28]([CH:29]=[O:30])=[CH:27][CH:26]=1, predict the reaction product.